Predict the product of the given reaction. From a dataset of Forward reaction prediction with 1.9M reactions from USPTO patents (1976-2016). (1) Given the reactants [O:1]1[CH2:5][CH2:4][O:3][CH:2]1[C:6]1[CH:7]=[CH:8][C:9]2[O:13][CH:12]=[CH:11][C:10]=2[CH:14]=1.C([Li])CCC.C1C=CC(S(N(S(C2C=CC=CC=2)(=O)=O)[F:30])(=O)=O)=CC=1.O, predict the reaction product. The product is: [F:30][C:12]1[O:13][C:9]2[CH:8]=[CH:7][C:6]([CH:2]3[O:3][CH2:4][CH2:5][O:1]3)=[CH:14][C:10]=2[CH:11]=1. (2) Given the reactants [CH3:1][C:2]1([CH3:27])[C:6]([C:7]2[CH:12]=[C:11]([C:13]([O:15][CH3:16])=[O:14])[CH:10]=[CH:9][C:8]=2[C:17]2[CH:22]=[C:21]([O:23][CH2:24][CH3:25])[CH:20]=[CH:19][C:18]=2[F:26])=[CH:5][CH2:4][CH2:3]1.CO, predict the reaction product. The product is: [CH3:27][C:2]1([CH3:1])[CH2:3][CH2:4][CH2:5][CH:6]1[C:7]1[CH:12]=[C:11]([C:13]([O:15][CH3:16])=[O:14])[CH:10]=[CH:9][C:8]=1[C:17]1[CH:22]=[C:21]([O:23][CH2:24][CH3:25])[CH:20]=[CH:19][C:18]=1[F:26]. (3) The product is: [CH3:45][O:46][C:47](=[O:64])[C@@H:48]([NH:63][C:23]([CH:22]1[CH2:21][C:20]2[CH:19]=[C:18]3[C:13]([O:14][C@@H:15]([C:27]4[CH:32]=[CH:31][C:30]([O:33][CH2:34][C:35]5[CH:40]=[CH:39][C:38]([Cl:41])=[C:37]([Cl:42])[CH:36]=5)=[CH:29][CH:28]=4)[C:16](=[O:26])[NH:17]3)=[CH:12][C:11]=2[CH2:10][N:9]1[C:1](=[O:8])[C:2]1[CH:3]=[CH:4][CH:5]=[CH:6][CH:7]=1)=[O:24])[CH2:49][C:50]1[CH:51]=[CH:52][C:53]([O:56][C:57]2[CH:62]=[CH:61][N:60]=[CH:59][CH:58]=2)=[CH:54][CH:55]=1. Given the reactants [C:1]([N:9]1[CH:22]([C:23](O)=[O:24])[CH2:21][C:20]2[CH:19]=[C:18]3[C:13]([O:14][C@@H:15]([C:27]4[CH:32]=[CH:31][C:30]([O:33][CH2:34][C:35]5[CH:40]=[CH:39][C:38]([Cl:41])=[C:37]([Cl:42])[CH:36]=5)=[CH:29][CH:28]=4)[C:16](=[O:26])[NH:17]3)=[CH:12][C:11]=2[CH2:10]1)(=[O:8])[C:2]1[CH:7]=[CH:6][CH:5]=[CH:4][CH:3]=1.Cl.Cl.[CH3:45][O:46][C:47](=[O:64])[C@@H:48]([NH2:63])[CH2:49][C:50]1[CH:55]=[CH:54][C:53]([O:56][C:57]2[CH:62]=[CH:61][N:60]=[CH:59][CH:58]=2)=[CH:52][CH:51]=1, predict the reaction product. (4) Given the reactants [CH3:1][O:2][C:3]1[CH:4]=[CH:5][C:6]2[CH2:12][C:11](=O)[CH2:10][CH2:9][CH2:8][C:7]=2[CH:14]=1.[CH2:15]([NH2:22])[C:16]1[CH:21]=[CH:20][CH:19]=[CH:18][CH:17]=1.[BH3-]C#N.[Na+], predict the reaction product. The product is: [CH2:15]([NH:22][CH:11]1[CH2:10][CH2:9][CH2:8][C:7]2[CH:14]=[C:3]([O:2][CH3:1])[CH:4]=[CH:5][C:6]=2[CH2:12]1)[C:16]1[CH:21]=[CH:20][CH:19]=[CH:18][CH:17]=1. (5) Given the reactants [Br:1][C:2]1[C:3]([F:19])=[CH:4][C:5]2[O:14][CH2:13][CH2:12][C:11]3[S:10][C:9]([C:15](O)=[O:16])=[N:8][C:7]=3[C:6]=2[CH:18]=1.[NH4+].[Cl-].CC[N:24](C(C)C)C(C)C.CN(C(ON1N=NC2C=CC=NC1=2)=[N+](C)C)C.F[P-](F)(F)(F)(F)F, predict the reaction product. The product is: [Br:1][C:2]1[C:3]([F:19])=[CH:4][C:5]2[O:14][CH2:13][CH2:12][C:11]3[S:10][C:9]([C:15]([NH2:24])=[O:16])=[N:8][C:7]=3[C:6]=2[CH:18]=1. (6) Given the reactants [CH3:1][C:2]1[CH:7]=[CH:6][C:5]([CH3:8])=[CH:4][C:3]=1O.[CH2:10]([CH:12]([CH2:15][CH2:16][CH2:17][CH3:18])[CH2:13]Br)[CH3:11].[OH-].[K+], predict the reaction product. The product is: [CH2:10]([CH:12]([CH2:15][CH2:16][CH2:17][CH3:18])[CH2:13][C:3]1[CH:4]=[C:5]([CH3:8])[CH:6]=[CH:7][C:2]=1[CH3:1])[CH3:11]. (7) Given the reactants [CH2:1]([N:3]1[C:11]2[C:6](=[CH:7][C:8]([F:12])=[CH:9][CH:10]=2)[CH:5]=[C:4]1[C:13]([OH:15])=O)[CH3:2].C(Cl)(=O)C(Cl)=O.[CH3:22][O:23][C:24](=[O:42])[CH2:25][C:26]1[C:27]([CH3:41])=[N:28][N:29]([CH2:32][C:33]2[CH:38]=[CH:37][C:36]([NH2:39])=[CH:35][C:34]=2[F:40])[C:30]=1[CH3:31].C(N(C(C)C)CC)(C)C, predict the reaction product. The product is: [CH3:22][O:23][C:24](=[O:42])[CH2:25][C:26]1[C:27]([CH3:41])=[N:28][N:29]([CH2:32][C:33]2[CH:38]=[CH:37][C:36]([NH:39][C:13]([C:4]3[N:3]([CH2:1][CH3:2])[C:11]4[C:6]([CH:5]=3)=[CH:7][C:8]([F:12])=[CH:9][CH:10]=4)=[O:15])=[CH:35][C:34]=2[F:40])[C:30]=1[CH3:31]. (8) Given the reactants [F:1][C:2]1[CH:7]=[C:6]([F:8])[CH:5]=[CH:4][C:3]=1/[CH:9]=[CH:10]/[C:11]([NH2:13])=[O:12].[Cl:14][CH2:15][C:16]([CH2:18]Cl)=O, predict the reaction product. The product is: [Cl:14][CH2:15][C:16]1[N:13]=[C:11](/[CH:10]=[CH:9]/[C:3]2[CH:4]=[CH:5][C:6]([F:8])=[CH:7][C:2]=2[F:1])[O:12][CH:18]=1. (9) Given the reactants [Cl:1][C:2]1[CH:7]=[C:6]([Cl:8])[CH:5]=[CH:4][C:3]=1[CH2:9][N:10]1[C:15](=[O:16])[C:14]([C:17]([NH:19][CH2:20][C:21]([O:23]CC)=[O:22])=[O:18])=[C:13]([OH:26])[C:12]([C:27](OC)=[O:28])=[C:11]1[OH:31].[CH:32]1([CH2:35][NH2:36])[CH2:34][CH2:33]1, predict the reaction product. The product is: [CH:32]1([CH2:35][NH:36][C:27]([C:12]2[C:13]([OH:26])=[C:14]([C:17]([NH:19][CH2:20][C:21]([OH:23])=[O:22])=[O:18])[C:15](=[O:16])[N:10]([CH2:9][C:3]3[CH:4]=[CH:5][C:6]([Cl:8])=[CH:7][C:2]=3[Cl:1])[C:11]=2[OH:31])=[O:28])[CH2:34][CH2:33]1.